Dataset: Catalyst prediction with 721,799 reactions and 888 catalyst types from USPTO. Task: Predict which catalyst facilitates the given reaction. (1) Reactant: [Cl:1][C:2]1[CH:21]=[CH:20][C:19]([C@H:22]2[C@H:27]([O:28][CH2:29][C:30]3[CH:35]=[CH:34][CH:33]=[CH:32][CH:31]=3)[C@@H:26]([O:36][CH2:37][C:38]3[CH:43]=[CH:42][CH:41]=[CH:40][CH:39]=3)[C@H:25]([O:44][CH2:45][C:46]3[CH:51]=[CH:50][CH:49]=[CH:48][CH:47]=3)[C@@H:24]([CH2:52][O:53][CH2:54][C:55]3[CH:60]=[CH:59][CH:58]=[CH:57][CH:56]=3)[O:23]2)=[CH:18][C:3]=1[CH2:4][C:5]1[N:10]=[N:9][C:8]([C:11]([NH:13][CH2:14][C:15](=O)[CH3:16])=[O:12])=[CH:7][CH:6]=1.CC[N+](S(N=C(OC)[O-])(=O)=O)(CC)CC. Product: [Cl:1][C:2]1[CH:21]=[CH:20][C:19]([C@H:22]2[C@H:27]([O:28][CH2:29][C:30]3[CH:31]=[CH:32][CH:33]=[CH:34][CH:35]=3)[C@@H:26]([O:36][CH2:37][C:38]3[CH:43]=[CH:42][CH:41]=[CH:40][CH:39]=3)[C@H:25]([O:44][CH2:45][C:46]3[CH:51]=[CH:50][CH:49]=[CH:48][CH:47]=3)[C@@H:24]([CH2:52][O:53][CH2:54][C:55]3[CH:56]=[CH:57][CH:58]=[CH:59][CH:60]=3)[O:23]2)=[CH:18][C:3]=1[CH2:4][C:5]1[N:10]=[N:9][C:8]([C:11]2[O:12][C:15]([CH3:16])=[CH:14][N:13]=2)=[CH:7][CH:6]=1. The catalyst class is: 54. (2) Reactant: [F:1][C:2]([F:42])([F:41])[C:3]1[CH:8]=[CH:7][C:6]([C:9]2[N:13](COCC[Si](C)(C)C)[C:12]([N:22]3[CH2:27][CH2:26][N:25]([C:28]4[C:33]([C:34]([F:37])([F:36])[F:35])=[CH:32][CH:31]=[CH:30][N:29]=4)[CH2:24][CH2:23]3)=[N:11][C:10]=2[C:38]([OH:40])=[O:39])=[CH:5][CH:4]=1. Product: [F:42][C:2]([F:1])([F:41])[C:3]1[CH:4]=[CH:5][C:6]([C:9]2[NH:13][C:12]([N:22]3[CH2:23][CH2:24][N:25]([C:28]4[C:33]([C:34]([F:37])([F:36])[F:35])=[CH:32][CH:31]=[CH:30][N:29]=4)[CH2:26][CH2:27]3)=[N:11][C:10]=2[C:38]([OH:40])=[O:39])=[CH:7][CH:8]=1. The catalyst class is: 67.